From a dataset of Forward reaction prediction with 1.9M reactions from USPTO patents (1976-2016). Predict the product of the given reaction. (1) Given the reactants [C:1]([O:5][C:6]([NH:8][C@H:9]1[C@@:14]([OH:16])([CH3:15])[C@@H:13]([CH3:17])[O:12][C@@H:11]([C:18]2[CH:23]=[CH:22][N:21]=[CH:20][C:19]=2[NH:24][C:25]([C:27]2[N:32]=[C:31]([C:33]3[C:41]([F:42])=[CH:40][C:36]([C:37](O)=[O:38])=[CH:35][C:34]=3[F:43])[C:30]([F:44])=[CH:29][CH:28]=2)=[O:26])[CH2:10]1)=[O:7])([CH3:4])([CH3:3])[CH3:2].[CH3:45][NH:46][CH3:47].C(N(C(C)C)C(C)C)C.N1C2C(=NC=CC=2)N(O)N=1.Cl.C(N=C=NCCCN(C)C)C, predict the reaction product. The product is: [CH3:45][N:46]([CH3:47])[C:37]([C:36]1[CH:35]=[C:34]([F:43])[C:33]([C:31]2[N:32]=[C:27]([C:25]([NH:24][C:19]3[CH:20]=[N:21][CH:22]=[CH:23][C:18]=3[C@@H:11]3[O:12][C@H:13]([CH3:17])[C@:14]([OH:16])([CH3:15])[C@H:9]([NH:8][C:6](=[O:7])[O:5][C:1]([CH3:3])([CH3:2])[CH3:4])[CH2:10]3)=[O:26])[CH:28]=[CH:29][C:30]=2[F:44])=[C:41]([F:42])[CH:40]=1)=[O:38]. (2) The product is: [Br:29][C:11]1[C:7]2[C:6]([C:20]#[N:21])=[CH:5][N:4]=[C:3]([O:2][CH3:1])[C:8]=2[N:9]([CH2:12][O:13][CH2:14][CH2:15][Si:16]([CH3:17])([CH3:19])[CH3:18])[CH:10]=1. Given the reactants [CH3:1][O:2][C:3]1[C:8]2[N:9]([CH2:12][O:13][CH2:14][CH2:15][Si:16]([CH3:19])([CH3:18])[CH3:17])[CH:10]=[CH:11][C:7]=2[C:6]([C:20]#[N:21])=[CH:5][N:4]=1.C1C(=O)N([Br:29])C(=O)C1, predict the reaction product.